This data is from B-cell epitopes from IEDB database with 3,159 antigens for binding position prediction. The task is: Token-level Classification. Given an antigen amino acid sequence, predict which amino acid positions are active epitope sites capable of antibody binding. Output is a list of indices for active positions. Given the antigen sequence: MSTNPKPQRKTKRNTNRRPQDVKFPGGGQIVGGVYLLPRRGPRLGVRATRKTSERSQPRGRRQPIPKARRPEGRTWAQPGYPWPLYGNEGLGWAGWLLSPRGSRPSWGPTDPRRRSRNLGKVIDTLTCGFADLMGYIPLVGAPLGGAARALAHGVRVLEDGVNYATGNLPGCSFSIFLLALLSCLTIPASAYEVRNVSGVYHVTNDCSNSSIVYEAADMIMHIPGCVPCVREGNSSRCWVALTSTLAARNSSIPTATIRRHVDLLVGAAAFCSAMYVGDLCGSVFLVSQLFTFSPRRYETVQDCNCSIYPGHVSGHRMAWDMMMNWSPTTALVVSQLLRIPQATLDMVAGAHWGVLAGLAYYSMVGNWAKVLVVMLLFAGVDGNTVVSGGQAARTTSSFTSLFTSGPSQKIQLVNSNGSWHINRTALNCNDSLSTGFLAALFYTHRFNASGCPGRMASCRPIDSFAQGWGPITHVEPQILDQRPYCWHYAPQPCGIVPAS..., which amino acid positions are active epitope sites? The epitope positions are: [411, 412, 413, 414, 415, 416, 417, 418, 419, 420, 421, 422]. The amino acids at these positions are: QLVNSNGSWHIN.